Dataset: Full USPTO retrosynthesis dataset with 1.9M reactions from patents (1976-2016). Task: Predict the reactants needed to synthesize the given product. (1) Given the product [CH2:17]([N:10]1[C:9]2[C:4](=[O:3])[NH:5][CH:6]([CH3:19])[CH2:7][C:8]=2[C:16]2[C:11]1=[CH:12][CH:13]=[CH:14][CH:15]=2)[CH3:18], predict the reactants needed to synthesize it. The reactants are: C([O:3][C:4](=O)[NH:5][CH:6]([CH3:19])[CH2:7][C:8]1[C:16]2[C:11](=[CH:12][CH:13]=[CH:14][CH:15]=2)[N:10]([CH2:17][CH3:18])[CH:9]=1)C.O=P12OP3(OP(OP(O3)(O1)=O)(=O)O2)=O. (2) Given the product [CH:18]1([C:13]2[CH:14]=[C:15]3[C:10](=[CH:11][CH:12]=2)[C:9](=[O:21])[N:8]([C:4]2[CH:5]=[CH:6][CH:7]=[C:2]([C:28]4[CH:29]=[C:30]([NH:31][C:32]5[CH:37]=[CH:36][C:35]([C:38]([N:40]6[CH2:41][CH2:42][O:43][CH2:44][CH2:45]6)=[O:39])=[CH:34][CH:33]=5)[N:25]([CH3:24])[C:26](=[O:55])[CH:27]=4)[C:3]=2[CH2:22][OH:23])[CH2:17][CH2:16]3)[CH2:20][CH2:19]1, predict the reactants needed to synthesize it. The reactants are: Br[C:2]1[C:3]([CH2:22][OH:23])=[C:4]([N:8]2[CH2:17][CH2:16][C:15]3[C:10](=[CH:11][CH:12]=[C:13]([CH:18]4[CH2:20][CH2:19]4)[CH:14]=3)[C:9]2=[O:21])[CH:5]=[CH:6][CH:7]=1.[CH3:24][N:25]1[C:30]([NH:31][C:32]2[CH:37]=[CH:36][C:35]([C:38]([N:40]3[CH2:45][CH2:44][O:43][CH2:42][CH2:41]3)=[O:39])=[CH:34][CH:33]=2)=[CH:29][C:28](B2OC(C)(C)C(C)(C)O2)=[CH:27][C:26]1=[O:55].C(Cl)(Cl)Cl.O1CCOCC1. (3) Given the product [F:1][C:2]([F:16])([F:17])[C:3]1[CH:8]=[CH:7][C:6]([C:9]2[CH:14]=[CH:13][C:12]([NH:15][S:25]([CH3:24])(=[O:27])=[O:26])=[CH:11][CH:10]=2)=[CH:5][CH:4]=1, predict the reactants needed to synthesize it. The reactants are: [F:1][C:2]([F:17])([F:16])[C:3]1[CH:8]=[CH:7][C:6]([C:9]2[CH:14]=[CH:13][C:12]([NH2:15])=[CH:11][CH:10]=2)=[CH:5][CH:4]=1.N1C=CC=CC=1.[CH3:24][S:25](Cl)(=[O:27])=[O:26].